Dataset: Forward reaction prediction with 1.9M reactions from USPTO patents (1976-2016). Task: Predict the product of the given reaction. (1) Given the reactants [N:1]([CH:4]([C:11]1([OH:34])[CH2:14][N:13]([C:15]([C:17]2[CH:22]=[CH:21][C:20]([F:23])=[C:19]([F:24])[C:18]=2[NH:25][C:26]2[CH:31]=[CH:30][C:29]([I:32])=[CH:28][C:27]=2[F:33])=[O:16])[CH2:12]1)[CH2:5][CH:6]1OCC[O:7]1)=[N+:2]=[N-:3].Cl.C(=O)(O)[O-].[Na+], predict the reaction product. The product is: [N:1]([CH:4]([C:11]1([OH:34])[CH2:12][N:13]([C:15]([C:17]2[CH:22]=[CH:21][C:20]([F:23])=[C:19]([F:24])[C:18]=2[NH:25][C:26]2[CH:31]=[CH:30][C:29]([I:32])=[CH:28][C:27]=2[F:33])=[O:16])[CH2:14]1)[CH2:5][CH:6]=[O:7])=[N+:2]=[N-:3]. (2) Given the reactants [NH2:1][C:2]1[CH:7]=[CH:6][CH:5]=[C:4]([CH3:8])[N:3]=1.[C:9](O[C:9]([O:11][C:12]([CH3:15])([CH3:14])[CH3:13])=[O:10])([O:11][C:12]([CH3:15])([CH3:14])[CH3:13])=[O:10], predict the reaction product. The product is: [C:12]([O:11][C:9]([NH:1][C:2]1[CH:7]=[CH:6][CH:5]=[C:4]([CH3:8])[N:3]=1)=[O:10])([CH3:15])([CH3:14])[CH3:13].